Dataset: Forward reaction prediction with 1.9M reactions from USPTO patents (1976-2016). Task: Predict the product of the given reaction. (1) Given the reactants Cl.FC1C=C(C(C(NC2C=CC(F)=CC=2)=O)C(N)=O)C=CC=1OC1C2=C(C)C(OCCN3CCOCC3)=CN2N=CN=1.[F:43][C:44]1[CH:71]=[C:70]([N+:72]([O-])=O)[CH:69]=[CH:68][C:45]=1[O:46][C:47]1[C:52]2=[C:53]([CH3:67])[C:54]([C:56]([NH:58][CH2:59][CH2:60][N:61]3[CH2:66][CH2:65][O:64][CH2:63][CH2:62]3)=[O:57])=[CH:55][N:51]2[N:50]=[CH:49][N:48]=1, predict the reaction product. The product is: [NH2:72][C:70]1[CH:69]=[CH:68][C:45]([O:46][C:47]2[C:52]3=[C:53]([CH3:67])[C:54]([C:56]([NH:58][CH2:59][CH2:60][N:61]4[CH2:66][CH2:65][O:64][CH2:63][CH2:62]4)=[O:57])=[CH:55][N:51]3[N:50]=[CH:49][N:48]=2)=[C:44]([F:43])[CH:71]=1. (2) Given the reactants Br[C:2]1[CH:11]=[C:10]2[C:5]([C:6]([C:13]3[CH:18]=[CH:17][C:16]([F:19])=[CH:15][CH:14]=3)=[CH:7][C:8](=[O:12])[O:9]2)=[CH:4][CH:3]=1.[F:20][C:21]([F:35])([F:34])[C@:22]([OH:33])([C:27]1[S:31][C:30]([SH:32])=[N:29][CH:28]=1)[CH2:23][C:24]([OH:26])=[O:25].C(=O)([O-])[O-].[K+].[K+], predict the reaction product. The product is: [F:35][C:21]([F:20])([F:34])[C@@:22]([C:27]1[S:31][C:30]([S:32][C:2]2[CH:11]=[C:10]3[C:5]([C:6]([C:13]4[CH:18]=[CH:17][C:16]([F:19])=[CH:15][CH:14]=4)=[CH:7][C:8](=[O:12])[O:9]3)=[CH:4][CH:3]=2)=[N:29][CH:28]=1)([OH:33])[CH2:23][C:24]([OH:26])=[O:25]. (3) Given the reactants [N:1]1[CH:6]=[CH:5][CH:4]=[CH:3][CH:2]=1.[C:7]1([CH3:14])[C:8]([CH3:13])=[CH:9][CH:10]=[CH:11][CH:12]=1, predict the reaction product. The product is: [CH2:6]([NH2:1])[CH2:5][CH2:4][CH2:3][CH2:2][CH2:2][CH2:3][CH2:4][CH2:5][CH2:6][CH2:13][CH2:8][CH2:9][CH2:10][CH2:11][CH2:12][CH2:7][CH3:14]. (4) Given the reactants [Br:1][C:2]1[CH:3]=[C:4]([CH2:9][NH:10][C:11](=O)OC(C)(C)C)[CH:5]=[CH:6][C:7]=1[F:8].B.C1COCC1, predict the reaction product. The product is: [Br:1][C:2]1[CH:3]=[C:4]([CH2:9][NH:10][CH3:11])[CH:5]=[CH:6][C:7]=1[F:8]. (5) Given the reactants [Cl:1][C:2]1[C:3]([C:15]2[CH:20]=[C:19]([S:21]([CH3:23])=O)[N:18]=[C:17]([NH2:24])[N:16]=2)=[C:4]2[CH:13]=[CH:12][CH:11]=[C:10]3[C:5]2=[C:6]([CH:14]=1)[CH2:7][O:8][CH2:9]3.S[CH2:26][CH:27](C)[C:28]([OH:30])=[O:29], predict the reaction product. The product is: [NH2:24][C:17]1[N:18]=[C:19]([S:21][CH2:23][CH:27]([CH3:26])[C:28]([OH:30])=[O:29])[CH:20]=[C:15]([C:3]2[C:2]([Cl:1])=[CH:14][C:6]3[CH2:7][O:8][CH2:9][C:10]4[C:5]=3[C:4]=2[CH:13]=[CH:12][CH:11]=4)[N:16]=1. (6) Given the reactants [Cl:1][C:2]1[CH:3]=[C:4]([C:9]23[C:17](=O)[NH:16][CH2:15][CH:14]2[CH2:13][CH2:12][CH2:11][CH2:10]3)[CH:5]=[CH:6][C:7]=1[Cl:8].B.Cl, predict the reaction product. The product is: [Cl:1][C:2]1[CH:3]=[C:4]([C:9]23[CH2:10][CH2:11][CH2:12][CH2:13][CH:14]2[CH2:15][NH:16][CH2:17]3)[CH:5]=[CH:6][C:7]=1[Cl:8]. (7) The product is: [CH3:30][CH:31]1[CH2:39][C:38]2[C:33](=[CH:34][CH:35]=[CH:36][CH:37]=2)[N:32]1[C:27]([C:23]1[N:24]=[CH:25][N:26]=[C:21]([NH:20][C:16]2[CH:17]=[C:18]3[C:13](=[CH:14][CH:15]=2)[CH2:12][C:4]2([C:5]4[C:6](=[N:7][CH:8]=[CH:9][CH:10]=4)[NH:11][C:3]2=[O:2])[CH2:19]3)[CH:22]=1)=[O:28]. Given the reactants Cl.[O:2]=[C:3]1[NH:11][C:6]2=[N:7][CH:8]=[CH:9][CH:10]=[C:5]2[C:4]21[CH2:19][C:18]1[C:13](=[CH:14][CH:15]=[C:16]([NH:20][C:21]3[N:26]=[CH:25][N:24]=[C:23]([C:27](O)=[O:28])[CH:22]=3)[CH:17]=1)[CH2:12]2.[CH3:30][CH:31]1[CH2:39][C:38]2[C:33](=[CH:34][CH:35]=[CH:36][CH:37]=2)[NH:32]1.CN(C(ON1N=NC2C=CC=CC1=2)=[N+](C)C)C.[B-](F)(F)(F)F, predict the reaction product.